Dataset: Full USPTO retrosynthesis dataset with 1.9M reactions from patents (1976-2016). Task: Predict the reactants needed to synthesize the given product. Given the product [Br:8][C:9]1[O:13][C:12]([CH2:14][NH:21][CH2:20][C:19]([O:18][CH3:17])=[O:22])=[CH:11][CH:10]=1, predict the reactants needed to synthesize it. The reactants are: C(N(CC)CC)C.[Br:8][C:9]1[O:13][C:12]([CH:14]=O)=[CH:11][CH:10]=1.Cl.[CH3:17][O:18][C:19](=[O:22])[CH2:20][NH2:21].C([BH3-])#N.[Na+].C(=O)(O)[O-].[Na+].